This data is from Catalyst prediction with 721,799 reactions and 888 catalyst types from USPTO. The task is: Predict which catalyst facilitates the given reaction. (1) Reactant: [NH2:1][C:2]1[S:6][C:5]([O:7][C:8]2[CH:9]=[C:10]([CH3:24])[C:11]3[C@@H:15]([CH2:16][C:17]([O:19]CC)=[O:18])[O:14][B:13]([OH:22])[C:12]=3[CH:23]=2)=[N:4][N:3]=1.C1COCC1.O[Li].O.Cl. Product: [NH2:1][C:2]1[S:6][C:5]([O:7][C:8]2[CH:9]=[C:10]([CH3:24])[C:11]3[C@@H:15]([CH2:16][C:17]([OH:19])=[O:18])[O:14][B:13]([OH:22])[C:12]=3[CH:23]=2)=[N:4][N:3]=1. The catalyst class is: 72. (2) Reactant: [Br:1]Br.[CH3:3][O:4][C:5]([C:7]1[C:12](N)=[N:11][CH:10]=[CH:9][N:8]=1)=[O:6].Br.N([O-])=O.[Na+].C([O-])(O)=O.[Na+]. Product: [CH3:3][O:4][C:5]([C:7]1[C:12]([Br:1])=[N:11][CH:10]=[CH:9][N:8]=1)=[O:6]. The catalyst class is: 6.